This data is from Catalyst prediction with 721,799 reactions and 888 catalyst types from USPTO. The task is: Predict which catalyst facilitates the given reaction. (1) Reactant: [F-].C([N+](CCCC)(CCCC)CCCC)CCC.[Si]([O:26][C:27]1[C:28]([CH3:54])=[C:29]2[C:34](=[C:35]([CH3:38])[C:36]=1[CH3:37])[O:33][C@@:32]([CH2:40][CH2:41][CH2:42][CH2:43][CH2:44][CH2:45][CH2:46][CH2:47][CH2:48][N:49]1[CH:53]=[CH:52][N:51]=[N:50]1)([CH3:39])[CH2:31][CH2:30]2)(C(C)(C)C)(C)C. Product: [N:49]1([CH2:48][CH2:47][CH2:46][CH2:45][CH2:44][CH2:43][CH2:42][CH2:41][CH2:40][C@:32]2([CH3:39])[CH2:31][CH2:30][C:29]3[C:34](=[C:35]([CH3:38])[C:36]([CH3:37])=[C:27]([OH:26])[C:28]=3[CH3:54])[O:33]2)[CH:53]=[CH:52][N:51]=[N:50]1. The catalyst class is: 1. (2) Reactant: [C:1]([O:5][C:6]([N:8]1[CH2:12][CH2:11][CH:10]([OH:13])[CH2:9]1)=[O:7])([CH3:4])([CH3:3])[CH3:2].C1(P(C2C=CC=CC=2)C2C=CC=CC=2)C=CC=CC=1.C([O:40][C:41](=[O:49])[C:42]1[CH:47]=[CH:46][C:45](O)=[CH:44][CH:43]=1)C1C=CC=CC=1.CCOC(/N=N/C(OCC)=O)=O. Product: [C:1]([O:5][C:6]([N:8]1[CH2:12][CH2:11][CH:10]([O:13][C:45]2[CH:46]=[CH:47][C:42]([C:41]([OH:49])=[O:40])=[CH:43][CH:44]=2)[CH2:9]1)=[O:7])([CH3:4])([CH3:2])[CH3:3]. The catalyst class is: 1. (3) Reactant: [H-].[Li+].[Cl:3][C:4]1[CH:5]=[C:6]([C:11](=[O:16])[C:12]([F:15])([F:14])[F:13])[CH:7]=[C:8]([Cl:10])[CH:9]=1.[Br:17][C:18]1[S:22][C:21]([C:23](=[O:25])[CH3:24])=[CH:20][C:19]=1[CH3:26].CC(OC)(C)C. Product: [Br:17][C:18]1[S:22][C:21]([C:23](=[O:25])[CH2:24][C:11]([C:6]2[CH:5]=[C:4]([Cl:3])[CH:9]=[C:8]([Cl:10])[CH:7]=2)([OH:16])[C:12]([F:13])([F:14])[F:15])=[CH:20][C:19]=1[CH3:26]. The catalyst class is: 1. (4) Reactant: [Cl:1][C:2]1[CH:3]=[C:4]([C:10]2([C:27]([F:30])([F:29])[F:28])[CH2:14][CH2:13][N:12]([C:15]3[N:20]=[C:19]([C:21]([F:24])([F:23])[F:22])[C:18]([CH2:25]O)=[CH:17][N:16]=3)[CH2:11]2)[CH:5]=[C:6]([Cl:9])[C:7]=1[Cl:8].[C:31]1(=[O:41])[NH:35][C:34](=[O:36])[C:33]2=[CH:37][CH:38]=[CH:39][CH:40]=[C:32]12.C1(P(C2C=CC=CC=2)C2C=CC=CC=2)C=CC=CC=1.N(C(OCC)=O)=NC(OCC)=O. Product: [Cl:9][C:6]1[CH:5]=[C:4]([C:10]2([C:27]([F:28])([F:29])[F:30])[CH2:14][CH2:13][N:12]([C:15]3[N:20]=[C:19]([C:21]([F:24])([F:22])[F:23])[C:18]([CH2:25][N:35]4[C:31](=[O:41])[C:32]5[C:33](=[CH:37][CH:38]=[CH:39][CH:40]=5)[C:34]4=[O:36])=[CH:17][N:16]=3)[CH2:11]2)[CH:3]=[C:2]([Cl:1])[C:7]=1[Cl:8]. The catalyst class is: 7. (5) Reactant: [Br:1][C:2]1[C:3]([OH:16])=[C:4]2[C:9](=[CH:10][CH:11]=1)[N:8]([C:12](=[O:14])[CH3:13])[C@@H:7]([CH3:15])[CH2:6][CH2:5]2.Cl[C:18]1[N:26]=[C:25]2[C:21]([N:22]([CH:27]3[CH2:32][CH2:31][CH2:30][CH2:29][O:28]3)[CH:23]=[N:24]2)=[CH:20][N:19]=1.C(=O)([O-])[O-].[K+].[K+]. Product: [Br:1][C:2]1[C:3]([O:16][C:18]2[N:26]=[C:25]3[C:21]([N:22]([CH:27]4[CH2:32][CH2:31][CH2:30][CH2:29][O:28]4)[CH:23]=[N:24]3)=[CH:20][N:19]=2)=[C:4]2[C:9](=[CH:10][CH:11]=1)[N:8]([C:12](=[O:14])[CH3:13])[C@@H:7]([CH3:15])[CH2:6][CH2:5]2. The catalyst class is: 9. (6) Reactant: [NH2:1][C:2]1[C:7]([S:8]([CH3:11])(=[O:10])=[O:9])=[CH:6][CH:5]=[CH:4][C:3]=1[NH:12][C:13](=[O:24])[C@@H:14]([NH:16][C:17](=[O:23])[O:18][C:19]([CH3:22])([CH3:21])[CH3:20])[CH3:15].CC(O)=O.[CH:29]1([CH:32]=O)[CH2:31][CH2:30]1.C(O[BH-](OC(=O)C)OC(=O)C)(=O)C.[Na+]. Product: [CH:29]1([CH2:32][NH:1][C:2]2[C:7]([S:8]([CH3:11])(=[O:10])=[O:9])=[CH:6][CH:5]=[CH:4][C:3]=2[NH:12][C:13](=[O:24])[C@@H:14]([NH:16][C:17](=[O:23])[O:18][C:19]([CH3:20])([CH3:22])[CH3:21])[CH3:15])[CH2:31][CH2:30]1. The catalyst class is: 839. (7) Reactant: [OH:1][C:2]1[CH:3]=[CH:4][C:5]2[O:9][C:8]([N:10]3[CH2:15][CH2:14][CH:13]([O:16][CH2:17][C@@H:18]([NH:20][C:21](=[O:27])[O:22][C:23]([CH3:26])([CH3:25])[CH3:24])[CH3:19])[CH2:12][CH2:11]3)=[N:7][C:6]=2[CH:28]=1.C(=O)([O-])[O-].[K+].[K+].Br[CH2:36][CH:37]1[CH2:39][CH2:38]1. Product: [CH:37]1([CH2:36][O:1][C:2]2[CH:3]=[CH:4][C:5]3[O:9][C:8]([N:10]4[CH2:15][CH2:14][CH:13]([O:16][CH2:17][C@@H:18]([NH:20][C:21](=[O:27])[O:22][C:23]([CH3:24])([CH3:26])[CH3:25])[CH3:19])[CH2:12][CH2:11]4)=[N:7][C:6]=3[CH:28]=2)[CH2:39][CH2:38]1. The catalyst class is: 39. (8) Reactant: [C:1]1([OH:7])[CH:6]=[CH:5][CH:4]=[CH:3][CH:2]=1.[H-].[Na+].[C:10]1([S:16]([NH:19][C:20]([C:22]2[N:27]=[C:26]3[N:28]([CH2:32][C:33]4[CH:38]=[CH:37][C:36]([CH2:39]OS(C)(=O)=O)=[CH:35][C:34]=4[Cl:45])[C:29]([CH3:31])=[N:30][C:25]3=[CH:24][CH:23]=2)=[O:21])(=[O:18])=[O:17])[CH:15]=[CH:14][CH:13]=[CH:12][CH:11]=1.Cl. Product: [C:10]1([S:16]([NH:19][C:20]([C:22]2[N:27]=[C:26]3[N:28]([CH2:32][C:33]4[CH:38]=[CH:37][C:36]([CH2:39][O:7][C:1]5[CH:6]=[CH:5][CH:4]=[CH:3][CH:2]=5)=[CH:35][C:34]=4[Cl:45])[C:29]([CH3:31])=[N:30][C:25]3=[CH:24][CH:23]=2)=[O:21])(=[O:17])=[O:18])[CH:15]=[CH:14][CH:13]=[CH:12][CH:11]=1. The catalyst class is: 35. (9) Reactant: [O:1]=[C:2]1[CH:11]=[CH:10][C:9]2[C:4](=[CH:5][C:6]([O:12][C@H:13]3[CH2:17][CH2:16][N:15]([C:18]([O:20][C:21]([CH3:24])([CH3:23])[CH3:22])=[O:19])[CH2:14]3)=[CH:7][CH:8]=2)[O:3]1.C([O-])(=O)C.[Na+].[Br:30]Br. Product: [Br:30][C:11]1[C:2](=[O:1])[O:3][C:4]2[C:9]([CH:10]=1)=[CH:8][CH:7]=[C:6]([O:12][C@H:13]1[CH2:17][CH2:16][N:15]([C:18]([O:20][C:21]([CH3:24])([CH3:23])[CH3:22])=[O:19])[CH2:14]1)[CH:5]=2. The catalyst class is: 15. (10) Reactant: [Cl:1][C:2]1[CH:3]=[C:4]2[N:10]=[C:9]([C:11]3[S:12][C:13]([N+:16]([O-])=O)=[CH:14][CH:15]=3)[NH:8][C:5]2=[N:6][CH:7]=1. Product: [Cl:1][C:2]1[CH:3]=[C:4]2[N:10]=[C:9]([C:11]3[S:12][C:13]([NH2:16])=[CH:14][CH:15]=3)[NH:8][C:5]2=[N:6][CH:7]=1. The catalyst class is: 94.